This data is from Forward reaction prediction with 1.9M reactions from USPTO patents (1976-2016). The task is: Predict the product of the given reaction. (1) Given the reactants [CH:1]1[N:5]2[C:6]3[CH:15]=[CH:14][CH:13]=[CH:12][C:7]=3[CH2:8][CH2:9][C@@H:10]([NH2:11])[C:4]2=[N:3][CH:2]=1.[F:16][C:17]1[CH:31]=[CH:30][C:20]([C:21]([NH:23][C:24]2([C:27](O)=[O:28])[CH2:26][CH2:25]2)=[O:22])=[CH:19][CH:18]=1.F[P-](F)(F)(F)(F)F.N1(OC(N(C)C)=[N+](C)C)C2N=CC=CC=2N=N1.C(N(C(C)C)CC)(C)C, predict the reaction product. The product is: [CH:1]1[N:5]2[C:6]3[CH:15]=[CH:14][CH:13]=[CH:12][C:7]=3[CH2:8][CH2:9][C@@H:10]([NH:11][C:27]([C:24]3([NH:23][C:21](=[O:22])[C:20]4[CH:30]=[CH:31][C:17]([F:16])=[CH:18][CH:19]=4)[CH2:26][CH2:25]3)=[O:28])[C:4]2=[N:3][CH:2]=1. (2) Given the reactants [BH4-].[Na+].C1COCC1.[Br:8][C:9]1[CH:14]=[C:13]([Cl:15])[CH:12]=[CH:11][C:10]=1[C:16](=[O:18])[CH3:17].Cl, predict the reaction product. The product is: [Br:8][C:9]1[CH:14]=[C:13]([Cl:15])[CH:12]=[CH:11][C:10]=1[CH:16]([OH:18])[CH3:17]. (3) Given the reactants [CH3:1][NH:2][NH2:3].[CH3:4][O:5][C:6]1[CH:13]=[CH:12][C:9]([CH:10]=O)=[CH:8][CH:7]=1, predict the reaction product. The product is: [CH3:4][O:5][C:6]1[CH:13]=[CH:12][C:9]([CH:10]=[N:3][NH:2][CH3:1])=[CH:8][CH:7]=1. (4) Given the reactants [N:1]1([S:5]([NH2:8])(=[O:7])=[O:6])[CH2:4][CH2:3][CH2:2]1.C1(P(C2CCCCC2)C2C=CC=CC=2C2C(C(C)C)=CC(C(C)C)=CC=2C(C)C)CCCCC1.C(=O)([O-])[O-].[Cs+].[Cs+].Cl[C:50]1[CH:55]=[C:54]([O:56][C@H:57]([CH2:67][O:68][CH2:69][CH3:70])[CH2:58][O:59][Si:60]([C:63]([CH3:66])([CH3:65])[CH3:64])([CH3:62])[CH3:61])[N:53]=[C:52]([S:71][CH2:72][C:73]2[CH:78]=[CH:77][CH:76]=[C:75]([F:79])[C:74]=2[F:80])[N:51]=1, predict the reaction product. The product is: [F:80][C:74]1[C:75]([F:79])=[CH:76][CH:77]=[CH:78][C:73]=1[CH2:72][S:71][C:52]1[N:51]=[C:50]([NH:8][S:5]([N:1]2[CH2:4][CH2:3][CH2:2]2)(=[O:7])=[O:6])[CH:55]=[C:54]([O:56][C@H:57]([CH2:67][O:68][CH2:69][CH3:70])[CH2:58][O:59][Si:60]([C:63]([CH3:64])([CH3:65])[CH3:66])([CH3:61])[CH3:62])[N:53]=1.